Task: Predict hERG channel inhibition at various concentrations.. Dataset: hERG Central: cardiac toxicity at 1µM, 10µM, and general inhibition The molecule is CCCC(=O)Nc1cccc(NC(=O)c2ccc3c(c2)OCO3)c1. Results: hERG_inhib (hERG inhibition (general)): blocker.